From a dataset of Reaction yield outcomes from USPTO patents with 853,638 reactions. Predict the reaction yield, written as a fraction of the theoretical maximum amount of product (1.0 means a 100% yield; for example, 0.34 means a 34% yield). (1) The yield is 0.870. The reactants are [Cl:1][C:2]1[CH:3]=[CH:4][C:5]([CH:26]=[O:27])=[C:6]2[C:10]=1[N:9]=[C:8]1[N:11]([C:15]3[C:16]([O:24][CH3:25])=[N:17][C:18]([CH3:23])=[N:19][C:20]=3[O:21][CH3:22])[CH2:12][CH2:13][CH2:14][N:7]21.C[Si](C)(C)[C:30]([F:33])([F:32])[F:31].[F-].C([N+](CCCC)(CCCC)CCCC)CCC.Cl. The catalyst is O1CCCC1.C(OCC)(=O)C. The product is [Cl:1][C:2]1[C:10]2[N:9]=[C:8]3[N:11]([C:15]4[C:16]([O:24][CH3:25])=[N:17][C:18]([CH3:23])=[N:19][C:20]=4[O:21][CH3:22])[CH2:12][CH2:13][CH2:14][N:7]3[C:6]=2[C:5]([CH:26]([OH:27])[C:30]([F:33])([F:32])[F:31])=[CH:4][CH:3]=1. (2) The reactants are [Cl:1][C:2]1[C:3]([NH:20][CH:21]2[CH2:35][CH:24]3[CH2:25][N:26](C(OC(C)(C)C)=O)[CH2:27][CH:23]3[CH2:22]2)=[N:4][C:5]([NH:8][C:9]2[CH:10]=[CH:11][C:12]3[C:16]([CH:17]=2)=[N:15][N:14]([CH3:18])[C:13]=3[CH3:19])=[N:6][CH:7]=1.Cl.CCOC(C)=O. The catalyst is C(Cl)Cl. The product is [Cl:1][C:2]1[C:3]([NH:20][CH:21]2[CH2:22][CH:23]3[CH2:27][NH:26][CH2:25][CH:24]3[CH2:35]2)=[N:4][C:5]([NH:8][C:9]2[CH:10]=[CH:11][C:12]3[C:16]([CH:17]=2)=[N:15][N:14]([CH3:18])[C:13]=3[CH3:19])=[N:6][CH:7]=1. The yield is 0.497. (3) The reactants are [F:1][C:2]1[CH:7]=[CH:6][C:5]([OH:8])=[CH:4][CH:3]=1.Br[C:10]1[CH:15]=[CH:14][C:13]([Br:16])=[CH:12][N:11]=1.CN(C)C=O.[H-].[Na+]. The catalyst is O. The product is [Br:16][C:13]1[CH:14]=[CH:15][C:10]([O:8][C:5]2[CH:6]=[CH:7][C:2]([F:1])=[CH:3][CH:4]=2)=[N:11][CH:12]=1. The yield is 0.750. (4) The reactants are [N:1]([CH:4]([C:6]1[N:7]=[C:8]2[S:16][CH:15]=[C:14]([CH3:17])[N:9]2[C:10](=[O:13])[C:11]=1Br)[CH3:5])=[N+:2]=[N-:3].[Cl:18][C:19]1[CH:20]=[C:21](B(O)O)[CH:22]=[C:23]([F:25])[CH:24]=1.C(=O)([O-])[O-].[Na+].[Na+].O. The catalyst is O1CCOCC1.C(OCC)(=O)C.C1C=CC([P]([Pd]([P](C2C=CC=CC=2)(C2C=CC=CC=2)C2C=CC=CC=2)([P](C2C=CC=CC=2)(C2C=CC=CC=2)C2C=CC=CC=2)[P](C2C=CC=CC=2)(C2C=CC=CC=2)C2C=CC=CC=2)(C2C=CC=CC=2)C2C=CC=CC=2)=CC=1. The product is [N:1]([CH:4]([C:6]1[N:7]=[C:8]2[S:16][CH:15]=[C:14]([CH3:17])[N:9]2[C:10](=[O:13])[C:11]=1[C:21]1[CH:22]=[C:23]([F:25])[CH:24]=[C:19]([Cl:18])[CH:20]=1)[CH3:5])=[N+:2]=[N-:3]. The yield is 0.550. (5) The reactants are [SH:1][CH:2]([CH3:6])[C:3](=O)[CH3:4].[C:7](#[N:11])[CH2:8][C:9]#[N:10].C(N(CC)CC)C. The catalyst is C(O)C. The product is [NH2:10][C:9]1[S:1][C:2]([CH3:6])=[C:3]([CH3:4])[C:8]=1[C:7]#[N:11]. The yield is 0.641. (6) The reactants are [N+:1]([C:4]1[CH:13]=[C:12]2[C:7]([CH2:8][CH2:9][CH2:10][C:11]2=[O:14])=[CH:6][CH:5]=1)([O-:3])=[O:2].[BH4-].[Na+]. The catalyst is CO. The product is [N+:1]([C:4]1[CH:13]=[C:12]2[C:7]([CH2:8][CH2:9][CH2:10][CH:11]2[OH:14])=[CH:6][CH:5]=1)([O-:3])=[O:2]. The yield is 0.800. (7) The reactants are [CH3:1][O:2][C:3](=[O:28])[NH:4][CH:5]([C:9]([N:11]1[CH2:15][CH2:14][CH2:13][CH:12]1[C:16]1[NH:17][C:18]([C:21]2[CH:26]=[CH:25][C:24](Br)=[CH:23][CH:22]=2)=[CH:19][N:20]=1)=[O:10])[CH:6]([CH3:8])[CH3:7].[Si:29]([C:33]#[CH:34])([CH3:32])([CH3:31])[CH3:30].C(N(CC)CC)C.N#N. The catalyst is CN(C=O)C.C1C=CC([P]([Pd]([P](C2C=CC=CC=2)(C2C=CC=CC=2)C2C=CC=CC=2)([P](C2C=CC=CC=2)(C2C=CC=CC=2)C2C=CC=CC=2)[P](C2C=CC=CC=2)(C2C=CC=CC=2)C2C=CC=CC=2)(C2C=CC=CC=2)C2C=CC=CC=2)=CC=1.[Cu]I. The product is [CH3:1][O:2][C:3](=[O:28])[NH:4][CH:5]([C:9]([N:11]1[CH2:15][CH2:14][CH2:13][CH:12]1[C:16]1[NH:17][C:18]([C:21]2[CH:26]=[CH:25][C:24]([C:34]#[C:33][Si:29]([CH3:32])([CH3:31])[CH3:30])=[CH:23][CH:22]=2)=[CH:19][N:20]=1)=[O:10])[CH:6]([CH3:8])[CH3:7]. The yield is 0.590. (8) The reactants are Br[C:2]1[CH:7]=[C:6]([C:8]2[N:13]=[CH:12][CH:11]=[CH:10][N:9]=2)[C:5]([NH2:14])=[C:4]([N+:15]([O-:17])=[O:16])[CH:3]=1.[B:18]1([B:18]2[O:22][C:21]([CH3:24])([CH3:23])[C:20]([CH3:26])([CH3:25])[O:19]2)[O:22][C:21]([CH3:24])([CH3:23])[C:20]([CH3:26])([CH3:25])[O:19]1.CC([O-])=O.[K+]. The catalyst is O1CCOCC1. The product is [N+:15]([C:4]1[CH:3]=[C:2]([B:18]2[O:22][C:21]([CH3:24])([CH3:23])[C:20]([CH3:26])([CH3:25])[O:19]2)[CH:7]=[C:6]([C:8]2[N:13]=[CH:12][CH:11]=[CH:10][N:9]=2)[C:5]=1[NH2:14])([O-:17])=[O:16]. The yield is 0.980. (9) The reactants are [CH2:1]([C:3]1[C:11]2[C:10](=[O:12])[CH2:9][C:8]([CH3:14])([CH3:13])[CH2:7][C:6]=2[N:5]([C:15]2[CH:22]=[C:21](F)[C:18]([C:19]#[N:20])=[C:17]([F:24])[CH:16]=2)[N:4]=1)[CH3:2].[NH2:25][CH:26]1[CH2:31][CH2:30][O:29][CH2:28][CH2:27]1. The catalyst is CN(C=O)C.CCOC(C)=O. The product is [CH2:1]([C:3]1[C:11]2[C:10](=[O:12])[CH2:9][C:8]([CH3:13])([CH3:14])[CH2:7][C:6]=2[N:5]([C:15]2[CH:22]=[C:21]([NH:25][CH:26]3[CH2:31][CH2:30][O:29][CH2:28][CH2:27]3)[C:18]([C:19]#[N:20])=[C:17]([F:24])[CH:16]=2)[N:4]=1)[CH3:2]. The yield is 0.810.